This data is from Full USPTO retrosynthesis dataset with 1.9M reactions from patents (1976-2016). The task is: Predict the reactants needed to synthesize the given product. (1) Given the product [F:1][C:2]1[C:7]([F:8])=[CH:6][CH:5]=[CH:4][C:3]=1[C:9]1[N:17]=[C:12]2[CH:13]=[N:14][N:15]([CH2:19][C:20]3[O:24][N:23]=[C:22]([C:25]4[CH:32]=[CH:31][C:28]([C:29]#[N:30])=[CH:27][CH:26]=4)[CH:21]=3)[CH:16]=[C:11]2[N:10]=1, predict the reactants needed to synthesize it. The reactants are: [F:1][C:2]1[C:7]([F:8])=[CH:6][CH:5]=[CH:4][C:3]=1[C:9]1[N:17]=[C:12]2[CH:13]=[N:14][NH:15][CH:16]=[C:11]2[N:10]=1.Cl[CH2:19][C:20]1[O:24][N:23]=[C:22]([C:25]2[CH:32]=[CH:31][C:28]([C:29]#[N:30])=[CH:27][CH:26]=2)[CH:21]=1. (2) Given the product [CH2:56]([NH:55][CH:46]([C:47]1[CH:52]=[CH:51][CH:50]=[C:49]([O:53][CH3:54])[CH:48]=1)[C:45]([N:44]([CH2:43][C:35]1[C:36]2[C:41](=[CH:40][CH:39]=[CH:38][CH:37]=2)[CH:42]=[C:33]([C:31]#[N:32])[C:34]=1[O:64][CH3:65])[CH3:63])=[O:62])[CH:57]=[CH2:58], predict the reactants needed to synthesize it. The reactants are: C1(P(C2C=CC=CC=2)CCCCP(C2C=CC=CC=2)C2C=CC=CC=2)C=CC=CC=1.[C:31]([C:33]1[C:34]([O:64][CH3:65])=[C:35]([CH2:43][N:44]([CH3:63])[C:45](=[O:62])[CH:46]([N:55](CC=C)[CH2:56][CH:57]=[CH2:58])[C:47]2[CH:52]=[CH:51][CH:50]=[C:49]([O:53][CH3:54])[CH:48]=2)[C:36]2[C:41]([CH:42]=1)=[CH:40][CH:39]=[CH:38][CH:37]=2)#[N:32].SC1C=CC=CC=1C(O)=O. (3) The reactants are: [C:1]([C:4]1[CH:5]=[C:6]([S:10][C:11]2[CH:16]=[CH:15][C:14](/[CH:17]=[CH:18]/[C:19]([N:21]3[CH2:26][CH2:25][N:24]([C:27](=[O:29])[CH3:28])[CH2:23][CH2:22]3)=[O:20])=[CH:13][C:12]=2[N+:30]([O-:32])=[O:31])[CH:7]=[CH:8][CH:9]=1)(O)=[O:2].CCN(CC)CC.ClC(OCC)=O. Given the product [OH:2][CH2:1][C:4]1[CH:5]=[C:6]([S:10][C:11]2[CH:16]=[CH:15][C:14](/[CH:17]=[CH:18]/[C:19]([N:21]3[CH2:22][CH2:23][N:24]([C:27](=[O:29])[CH3:28])[CH2:25][CH2:26]3)=[O:20])=[CH:13][C:12]=2[N+:30]([O-:32])=[O:31])[CH:7]=[CH:8][CH:9]=1, predict the reactants needed to synthesize it. (4) Given the product [Cl:1][C:2]1[CH:3]=[C:4]2[C:5](=[CH:13][CH:14]=1)[C:6]([OH:7])=[N:8][CH:9]=[CH:15]2, predict the reactants needed to synthesize it. The reactants are: [Cl:1][C:2]1[CH:14]=[CH:13][C:5]([C:6]([N:8]=[CH:9]N(C)C)=[O:7])=[C:4]([CH3:15])[CH:3]=1.CC(C)([O-])C.[Na+].O1CCCC1.Cl.